The task is: Predict the reactants needed to synthesize the given product.. This data is from Full USPTO retrosynthesis dataset with 1.9M reactions from patents (1976-2016). (1) Given the product [Br:1][C:2]1[CH:7]=[CH:6][C:5]([O:8][CH2:12][CH2:11][C:10]([F:15])([F:14])[F:9])=[CH:4][N:3]=1, predict the reactants needed to synthesize it. The reactants are: [Br:1][C:2]1[CH:7]=[CH:6][C:5]([OH:8])=[CH:4][N:3]=1.[F:9][C:10]([F:15])([F:14])[CH2:11][CH2:12]O.C1(P(C2C=CC=CC=2)C2C=CC=CC=2)C=CC=CC=1.N(C(OC(C)(C)C)=O)=NC(OC(C)(C)C)=O. (2) Given the product [C:33]([C:30]([C:26]1[CH:25]=[C:24]([CH:29]=[CH:28][CH:27]=1)[C:23]([NH:22][C:18]1[CH:19]=[CH:20][CH:21]=[C:16]([N:15]([CH3:36])[C:10]2[N:11]=[CH:12][C:13]3[N:14]=[C:6]([NH:5][C:3](=[O:4])[CH2:2][N:44]4[CH2:49][CH2:48][O:47][CH2:46][CH2:45]4)[S:7][C:8]=3[N:9]=2)[CH:17]=1)=[O:35])([CH3:32])[CH3:31])#[N:34], predict the reactants needed to synthesize it. The reactants are: Cl[CH2:2][C:3]([NH:5][C:6]1[S:7][C:8]2[N:9]=[C:10]([N:15]([CH3:36])[C:16]3[CH:17]=[C:18]([NH:22][C:23](=[O:35])[C:24]4[CH:29]=[CH:28][CH:27]=[C:26]([C:30]([C:33]#[N:34])([CH3:32])[CH3:31])[CH:25]=4)[CH:19]=[CH:20][CH:21]=3)[N:11]=[CH:12][C:13]=2[N:14]=1)=[O:4].C(N(CC)CC)C.[NH:44]1[CH2:49][CH2:48][O:47][CH2:46][CH2:45]1.C(=O)([O-])O.[Na+]. (3) Given the product [Cl:41][C:38]1[CH:39]=[C:40]2[NH:32][C:33](=[O:59])[C:34]3([CH:42]([C:43]4[CH:48]=[C:47]([Cl:49])[CH:46]=[CH:45][C:44]=4[O:50][C:51]([C:54]([O:56][CH2:57][CH3:58])=[O:55])([CH3:53])[CH3:52])[CH2:19][C:17](=[O:18])[NH:16][CH:15]3[C:13]3[CH:14]=[C:9]([F:8])[CH:10]=[CH:11][C:12]=3[CH3:24])[C:35]2=[CH:36][CH:37]=1, predict the reactants needed to synthesize it. The reactants are: C1(C)C=CC=CC=1.[F:8][C:9]1[CH:10]=[CH:11][C:12]([CH3:24])=[C:13]([CH:15]=[N:16][C:17]([O:19][Si](C)(C)C)=[CH2:18])[CH:14]=1.C(OC([N:32]1[C:40]2[C:35](=[CH:36][CH:37]=[C:38]([Cl:41])[CH:39]=2)[C:34](=[CH:42][C:43]2[CH:48]=[C:47]([Cl:49])[CH:46]=[CH:45][C:44]=2[O:50][C:51]([C:54]([O:56][CH2:57][CH3:58])=[O:55])([CH3:53])[CH3:52])[C:33]1=[O:59])=O)(C)(C)C. (4) The reactants are: [Li+].CC([N-]C(C)C)C.[CH3:9][O:10][C:11]([C:13]1[CH:17]=[C:16]([Br:18])[N:15]([CH:19]([CH3:21])[CH3:20])[CH:14]=1)=[O:12].[Cl:22][C:23]1[CH:30]=[CH:29][C:26]([CH:27]=[O:28])=[CH:25][CH:24]=1. Given the product [CH3:9][O:10][C:11]([C:13]1[CH:17]=[C:16]([Br:18])[N:15]([CH:19]([CH3:21])[CH3:20])[C:14]=1[CH:27]([C:26]1[CH:29]=[CH:30][C:23]([Cl:22])=[CH:24][CH:25]=1)[OH:28])=[O:12], predict the reactants needed to synthesize it. (5) The reactants are: [CH3:1][O:2][C:3]1[CH:4]=[C:5]([CH:8]=[CH:9][C:10]=1[CH3:11])[CH:6]=O.C(O)(=O)[CH2:13][C:14]([OH:16])=[O:15]. Given the product [CH3:1][O:2][C:3]1[CH:4]=[C:5]([CH:8]=[CH:9][C:10]=1[CH3:11])[CH:6]=[CH:13][C:14]([OH:16])=[O:15], predict the reactants needed to synthesize it. (6) Given the product [NH2:2][C:1]([C:3]1([OH:27])[CH2:4][CH2:5][N:6]([C:9]2[CH:14]=[CH:13][C:12]([N:15]3[CH2:19][C@H:18]([CH2:20][NH:21][C:22](=[O:24])[CH3:23])[O:17][C:16]3=[O:25])=[CH:11][C:10]=2[F:26])[CH2:7][CH2:8]1)=[O:29], predict the reactants needed to synthesize it. The reactants are: [C:1]([C:3]1([OH:27])[CH2:8][CH2:7][N:6]([C:9]2[CH:14]=[CH:13][C:12]([N:15]3[CH2:19][C@H:18]([CH2:20][NH:21][C:22](=[O:24])[CH3:23])[O:17][C:16]3=[O:25])=[CH:11][C:10]=2[F:26])[CH2:5][CH2:4]1)#[N:2].S(=O)(=O)(O)[OH:29]. (7) Given the product [C:11]([C:8]1[CH:7]=[C:3]2[C:2](=[CH:10][CH:9]=1)[NH:1][C:14](=[O:15])[N:16]=[CH:4]2)#[N:12], predict the reactants needed to synthesize it. The reactants are: [NH2:1][C:2]1[CH:10]=[CH:9][C:8]([C:11]#[N:12])=[CH:7][C:3]=1[C:4](O)=O.O.[CH:14]([NH2:16])=[O:15]. (8) The reactants are: [H-].[Na+].[CH2:3]([O:5][C:6]([N:8]1[CH2:13][CH2:12][C:11]([O:16][CH3:17])([O:14][CH3:15])[CH:10]([OH:18])[CH2:9]1)=[O:7])[CH3:4].[CH2:19]1[CH2:23]O[CH2:21][CH2:20]1. Given the product [CH2:3]([O:5][C:6]([N:8]1[CH2:13][CH2:12][C:11]([O:14][CH3:15])([O:16][CH3:17])[CH:10]([O:18][CH2:21][CH:20]2[CH2:23][CH2:19]2)[CH2:9]1)=[O:7])[CH3:4], predict the reactants needed to synthesize it.